From a dataset of Forward reaction prediction with 1.9M reactions from USPTO patents (1976-2016). Predict the product of the given reaction. Given the reactants [Br:1][C:2]1[CH:3]=[CH:4][C:5]([F:26])=[C:6]([C@@:8]2([CH3:25])[N:14](CC3C=CC(OC)=CC=3)[C:13](=[O:24])[CH2:12][CH2:11][O:10][CH2:9]2)[CH:7]=1.C1(OC)C=CC=CC=1.FC(F)(F)S(O)(=O)=O.C(=O)([O-])O.[Na+], predict the reaction product. The product is: [Br:1][C:2]1[CH:3]=[CH:4][C:5]([F:26])=[C:6]([C@@:8]2([CH3:25])[NH:14][C:13](=[O:24])[CH2:12][CH2:11][O:10][CH2:9]2)[CH:7]=1.